From a dataset of Full USPTO retrosynthesis dataset with 1.9M reactions from patents (1976-2016). Predict the reactants needed to synthesize the given product. (1) Given the product [CH2:1]([O:3][C:4]([C:6]1[CH:7]=[C:8]([C:12]2[N:13]([C:29]([O:31][C:32]([CH3:33])([CH3:35])[CH3:34])=[O:30])[C:14]3[C:19]([CH:20]=2)=[CH:18][C:17]([OH:21])=[CH:16][CH:15]=3)[CH:9]=[CH:10][CH:11]=1)=[O:5])[CH3:2], predict the reactants needed to synthesize it. The reactants are: [CH2:1]([O:3][C:4]([C:6]1[CH:7]=[C:8]([C:12]2[N:13]([C:29]([O:31][C:32]([CH3:35])([CH3:34])[CH3:33])=[O:30])[C:14]3[C:19]([CH:20]=2)=[CH:18][C:17]([O:21]CC2C=CC=CC=2)=[CH:16][CH:15]=3)[CH:9]=[CH:10][CH:11]=1)=[O:5])[CH3:2]. (2) Given the product [CH:23]12[CH2:29][CH:26]([CH2:27][CH2:28]1)[CH2:25][CH:24]2[N:14]1[CH2:13][CH2:12][C:11]2([C:17]3[C:22](=[CH:21][CH:20]=[CH:19][CH:18]=3)[C:9]([C:7]([NH:6][CH:3]([CH2:2][CH3:1])[CH2:4][CH3:5])=[O:8])=[CH:10]2)[CH2:16][CH2:15]1, predict the reactants needed to synthesize it. The reactants are: [CH3:1][CH2:2][CH:3]([NH:6][C:7]([C:9]1[C:22]2[C:17](=[CH:18][CH:19]=[CH:20][CH:21]=2)[C:11]2([CH2:16][CH2:15][NH:14][CH2:13][CH2:12]2)[CH:10]=1)=[O:8])[CH2:4][CH3:5].[C@H:23]12[CH2:29][C@H:26]([CH2:27][CH2:28]1)[CH2:25][C:24]2=O.C(O[BH-](OC(=O)C)OC(=O)C)(=O)C.[Na+]. (3) Given the product [Cl:16][C:17]1[CH:18]=[C:19]([S:24]([N:27]2[CH2:32][CH2:31][O:30][CH2:29][CH2:28]2)(=[O:26])=[O:25])[CH:20]=[CH:21][C:22]=1[O:1][C:2]1[CH:3]=[C:4]([CH2:12][C:13]([OH:15])=[O:14])[CH:5]=[C:6]([C:8]([F:9])([F:10])[F:11])[CH:7]=1, predict the reactants needed to synthesize it. The reactants are: [OH:1][C:2]1[CH:3]=[C:4]([CH2:12][C:13]([OH:15])=[O:14])[CH:5]=[C:6]([C:8]([F:11])([F:10])[F:9])[CH:7]=1.[Cl:16][C:17]1[CH:18]=[C:19]([S:24]([N:27]2[CH2:32][CH2:31][O:30][CH2:29][CH2:28]2)(=[O:26])=[O:25])[CH:20]=[CH:21][C:22]=1F. (4) Given the product [Cl:1][C:2]1[N:3]=[C:4]([NH:22][C:23]2[CH:31]=[CH:30][CH:29]=[C:28]([O:32][CH3:33])[C:24]=2[C:25]([NH2:27])=[O:26])[C:5]2[CH:10]=[CH:9][N:8]([S:11]([C:14]3[CH:19]=[CH:18][C:17]([CH3:20])=[CH:16][CH:15]=3)(=[O:13])=[O:12])[C:6]=2[N:7]=1, predict the reactants needed to synthesize it. The reactants are: [Cl:1][C:2]1[N:3]=[C:4](Cl)[C:5]2[CH:10]=[CH:9][N:8]([S:11]([C:14]3[CH:19]=[CH:18][C:17]([CH3:20])=[CH:16][CH:15]=3)(=[O:13])=[O:12])[C:6]=2[N:7]=1.[NH2:22][C:23]1[CH:31]=[CH:30][CH:29]=[C:28]([O:32][CH3:33])[C:24]=1[C:25]([NH2:27])=[O:26]. (5) Given the product [C:1]([C:5]1[O:9][CH:8]=[N:7][C:6]=1[CH:10]=[C:11]([OH:15])[C:12]([NH:28][C@H:29]([C:37](=[O:38])[NH2:39])[CH2:30][C:31]1[CH:36]=[CH:35][CH:34]=[CH:33][CH:32]=1)=[O:14])([CH3:2])([CH3:3])[CH3:4], predict the reactants needed to synthesize it. The reactants are: [C:1]([C:5]1[O:9][CH:8]=[N:7][C:6]=1[CH:10]=[C:11]([OH:15])[C:12]([OH:14])=O)([CH3:4])([CH3:3])[CH3:2].C1C=CC2N(O)N=NC=2C=1.O.Cl.[NH2:28][C@H:29]([C:37]([NH2:39])=[O:38])[CH2:30][C:31]1[CH:36]=[CH:35][CH:34]=[CH:33][CH:32]=1.C(N(CC)CC)C. (6) Given the product [N:1]1([C:5]2[N:10]=[C:9]([C:11]([OH:13])=[O:12])[CH:8]=[CH:7][CH:6]=2)[CH2:4][CH2:3][CH2:2]1, predict the reactants needed to synthesize it. The reactants are: [N:1]1([C:5]2[N:10]=[C:9]([C:11]([O:13]C)=[O:12])[CH:8]=[CH:7][CH:6]=2)[CH2:4][CH2:3][CH2:2]1.[OH-].[K+].Cl. (7) The reactants are: C(NC1C=CC(C2C=C3C(CN([C@@H](C(C)C)C(O)=O)C3=O)=CC=2)=CC=1)(=O)C1C=CC=CC=1.[Cl:33][C:34]1[CH:67]=[CH:66][C:37]([C:38]([NH:40][C:41]2[CH:46]=[CH:45][C:44]([C:47]3[CH:55]=[C:54]4[C:50]([CH2:51][N:52]([C:57]5([C:62]([O:64]C)=[O:63])[CH2:61][CH2:60][CH2:59][CH2:58]5)[C:53]4=[O:56])=[CH:49][CH:48]=3)=[CH:43][CH:42]=2)=[O:39])=[CH:36][CH:35]=1. Given the product [Cl:33][C:34]1[CH:67]=[CH:66][C:37]([C:38]([NH:40][C:41]2[CH:46]=[CH:45][C:44]([C:47]3[CH:55]=[C:54]4[C:50]([CH2:51][N:52]([C:57]5([C:62]([OH:64])=[O:63])[CH2:58][CH2:59][CH2:60][CH2:61]5)[C:53]4=[O:56])=[CH:49][CH:48]=3)=[CH:43][CH:42]=2)=[O:39])=[CH:36][CH:35]=1, predict the reactants needed to synthesize it.